Dataset: Reaction yield outcomes from USPTO patents with 853,638 reactions. Task: Predict the reaction yield, written as a fraction of the theoretical maximum amount of product (1.0 means a 100% yield; for example, 0.34 means a 34% yield). (1) The reactants are [NH2:1][C:2]1[CH:10]=[C:9]([Br:11])[CH:8]=[CH:7][C:3]=1[C:4]([OH:6])=[O:5].Cl[C:13](Cl)([O:15]C(=O)OC(Cl)(Cl)Cl)Cl.O. The catalyst is O1CCOCC1. The product is [Br:11][C:9]1[CH:8]=[CH:7][C:3]2[C:4](=[O:6])[O:5][C:13](=[O:15])[NH:1][C:2]=2[CH:10]=1. The yield is 1.00. (2) The reactants are [NH2:1][C:2]1[CH:30]=[CH:29][C:5]([O:6][C:7]2[C:16]3[C:11](=[CH:12][C:13]([O:19][CH2:20][C@H:21]([OH:28])[CH2:22][N:23]([CH2:26][CH3:27])[CH2:24][CH3:25])=[C:14]([C:17]#[N:18])[CH:15]=3)[N:10]=[CH:9][CH:8]=2)=[CH:4][C:3]=1[Cl:31].[N:32]1[CH:37]=C[CH:35]=[CH:34][CH:33]=1.ClC(OC1C=CC=CC=1)=[O:40].C1(N)CC1.C(=O)(O)[O-].[Na+]. The catalyst is CN(C)C=O.C(OCC)(=O)C. The product is [Cl:31][C:3]1[CH:4]=[C:5]([O:6][C:7]2[C:16]3[C:11](=[CH:12][C:13]([O:19][CH2:20][C@H:21]([OH:28])[CH2:22][N:23]([CH2:26][CH3:27])[CH2:24][CH3:25])=[C:14]([C:17]#[N:18])[CH:15]=3)[N:10]=[CH:9][CH:8]=2)[CH:29]=[CH:30][C:2]=1[NH:1][C:37]([NH:32][CH:33]1[CH2:35][CH2:34]1)=[O:40]. The yield is 0.535. (3) The reactants are [CH3:1][C:2]1[C:6]([CH2:7][N:8]2[CH:12]=[C:11]([NH2:13])[CH:10]=[N:9]2)=[C:5]([CH3:14])[O:4][N:3]=1.[CH2:15]([N:23]=[C:24]=[O:25])[CH2:16][C:17]1[CH:22]=[CH:21][CH:20]=[CH:19][CH:18]=1. No catalyst specified. The product is [CH3:1][C:2]1[C:6]([CH2:7][N:8]2[CH:12]=[C:11]([NH:13][C:24]([NH:23][CH2:15][CH2:16][C:17]3[CH:22]=[CH:21][CH:20]=[CH:19][CH:18]=3)=[O:25])[CH:10]=[N:9]2)=[C:5]([CH3:14])[O:4][N:3]=1. The yield is 0.290. (4) The reactants are [F:1][C:2]1[CH:7]=[CH:6][C:5]([C:8]2[CH:13]=[CH:12][CH:11]=[CH:10][C:9]=2[N:14](COCC[Si](C)(C)C)[S:15]([C:18]2[CH:23]=[CH:22][C:21]([O:24][CH3:25])=[CH:20][CH:19]=2)(=[O:17])=[O:16])=[C:4]([C@H:34]([OH:36])[CH3:35])[CH:3]=1.[F-].C([N+](CCCC)(CCCC)CCCC)CCC. The catalyst is O1CCCC1. The product is [F:1][C:2]1[CH:7]=[CH:6][C:5]([C:8]2[CH:13]=[CH:12][CH:11]=[CH:10][C:9]=2[NH:14][S:15]([C:18]2[CH:23]=[CH:22][C:21]([O:24][CH3:25])=[CH:20][CH:19]=2)(=[O:16])=[O:17])=[C:4]([C@H:34]([OH:36])[CH3:35])[CH:3]=1. The yield is 0.660. (5) The reactants are [NH2:1][C:2]1[N:3]=[CH:4][C:5]2[CH:11]=[C:10]([C:12]3[CH:17]=[CH:16][C:15]([F:18])=[C:14]([N+:19]([O-])=O)[CH:13]=3)[C:9](=[O:22])[N:8]([CH:23]([CH3:25])[CH3:24])[C:6]=2[N:7]=1. The catalyst is CCOC(C)=O.CO.[Pd]. The product is [NH2:1][C:2]1[N:3]=[CH:4][C:5]2[CH:11]=[C:10]([C:12]3[CH:17]=[CH:16][C:15]([F:18])=[C:14]([NH2:19])[CH:13]=3)[C:9](=[O:22])[N:8]([CH:23]([CH3:25])[CH3:24])[C:6]=2[N:7]=1. The yield is 0.720. (6) The reactants are B(O)O.Cl[C:5]1[CH:10]=[CH:9][C:8]([N+:11]([O-:13])=[O:12])=[C:7]([CH3:14])[CH:6]=1.[C:15]([O-:18])([O-])=O.[Na+].[Na+]. The catalyst is CCCC[N+](CCCC)(CCCC)CCCC.[Br-].CC([O-])=O.CC([O-])=O.[Pd+2]. The product is [CH3:14][C:7]1[CH:6]=[C:5]([C:5]2[CH:10]=[CH:9][C:15]([OH:18])=[CH:7][CH:6]=2)[CH:10]=[CH:9][C:8]=1[N+:11]([O-:13])=[O:12]. The yield is 0.170.